Dataset: Full USPTO retrosynthesis dataset with 1.9M reactions from patents (1976-2016). Task: Predict the reactants needed to synthesize the given product. Given the product [C:1]([C:5]1[CH:6]=[CH:7][C:8]([NH:11][C:12](=[O:23])[C:13]2[CH:18]=[CH:17][C:16]([CH:19]3[NH:22][C:25](=[O:26])[O:21][NH:20]3)=[CH:15][CH:14]=2)=[CH:9][CH:10]=1)([CH3:4])([CH3:2])[CH3:3], predict the reactants needed to synthesize it. The reactants are: [C:1]([C:5]1[CH:10]=[CH:9][C:8]([NH:11][C:12](=[O:23])[C:13]2[CH:18]=[CH:17][C:16]([C:19]([NH2:22])=[N:20][OH:21])=[CH:15][CH:14]=2)=[CH:7][CH:6]=1)([CH3:4])([CH3:3])[CH3:2].Cl[C:25](OCC)=[O:26].O.Cl.